This data is from NCI-60 drug combinations with 297,098 pairs across 59 cell lines. The task is: Regression. Given two drug SMILES strings and cell line genomic features, predict the synergy score measuring deviation from expected non-interaction effect. (1) Synergy scores: CSS=7.98, Synergy_ZIP=-1.73, Synergy_Bliss=0.163, Synergy_Loewe=-1.38, Synergy_HSA=0.196. Drug 1: C1CC(=O)NC(=O)C1N2CC3=C(C2=O)C=CC=C3N. Drug 2: CC1C(C(CC(O1)OC2CC(CC3=C2C(=C4C(=C3O)C(=O)C5=C(C4=O)C(=CC=C5)OC)O)(C(=O)C)O)N)O.Cl. Cell line: M14. (2) Cell line: KM12. Drug 1: CC=C1C(=O)NC(C(=O)OC2CC(=O)NC(C(=O)NC(CSSCCC=C2)C(=O)N1)C(C)C)C(C)C. Synergy scores: CSS=62.1, Synergy_ZIP=-1.85, Synergy_Bliss=-5.06, Synergy_Loewe=-63.3, Synergy_HSA=-6.11. Drug 2: CS(=O)(=O)CCNCC1=CC=C(O1)C2=CC3=C(C=C2)N=CN=C3NC4=CC(=C(C=C4)OCC5=CC(=CC=C5)F)Cl.